From a dataset of Reaction yield outcomes from USPTO patents with 853,638 reactions. Predict the reaction yield, written as a fraction of the theoretical maximum amount of product (1.0 means a 100% yield; for example, 0.34 means a 34% yield). The reactants are [NH2:1][C:2]1[C:3]2[C:10](Br)=[CH:9][N:8]([CH:12]3[CH2:15][N:14]([C:16]([O:18][C:19]([CH3:22])([CH3:21])[CH3:20])=[O:17])[CH2:13]3)[C:4]=2[N:5]=[CH:6][N:7]=1.[CH3:23][C:24]1[CH:25]=[C:26]([CH2:30][C:31]([N:33]2[C:41]3[C:36](=[CH:37][C:38](B4OC(C)(C)C(C)(C)O4)=[CH:39][CH:40]=3)[CH2:35][CH2:34]2)=[O:32])[CH:27]=[CH:28][CH:29]=1.C([O-])(O)=O.[Na+].N#N. The catalyst is O1CCOCC1.O.C1C=CC([P]([Pd]([P](C2C=CC=CC=2)(C2C=CC=CC=2)C2C=CC=CC=2)([P](C2C=CC=CC=2)(C2C=CC=CC=2)C2C=CC=CC=2)[P](C2C=CC=CC=2)(C2C=CC=CC=2)C2C=CC=CC=2)(C2C=CC=CC=2)C2C=CC=CC=2)=CC=1. The product is [NH2:1][C:2]1[C:3]2[C:10]([C:38]3[CH:37]=[C:36]4[C:41](=[CH:40][CH:39]=3)[N:33]([C:31](=[O:32])[CH2:30][C:26]3[CH:27]=[CH:28][CH:29]=[C:24]([CH3:23])[CH:25]=3)[CH2:34][CH2:35]4)=[CH:9][N:8]([CH:12]3[CH2:15][N:14]([C:16]([O:18][C:19]([CH3:22])([CH3:21])[CH3:20])=[O:17])[CH2:13]3)[C:4]=2[N:5]=[CH:6][N:7]=1. The yield is 0.673.